Task: Predict the product of the given reaction.. Dataset: Forward reaction prediction with 1.9M reactions from USPTO patents (1976-2016) (1) Given the reactants [CH2:1]([O:4][C:5]1[CH:10]=[CH:9][C:8]([OH:11])=[CH:7][C:6]=1[N:12]1[C:20](=[O:21])[C:19]2[C:14](=[CH:15][CH:16]=[CH:17][CH:18]=2)[C:13]1=[O:22])[CH:2]=[CH2:3].I[CH2:24][CH3:25].C([O-])([O-])=O.[K+].[K+], predict the reaction product. The product is: [CH2:1]([O:4][C:5]1[CH:10]=[CH:9][C:8]([O:11][CH2:24][CH3:25])=[CH:7][C:6]=1[N:12]1[C:13](=[O:22])[C:14]2[C:19](=[CH:18][CH:17]=[CH:16][CH:15]=2)[C:20]1=[O:21])[CH:2]=[CH2:3]. (2) Given the reactants Br[C:2]1[S:3][CH:4]=[C:5]([C:7]2[CH:8]=[C:9]([CH:12]=[CH:13][CH:14]=2)[C:10]#[N:11])[N:6]=1.[N:15]1([C:21]([O:23][C:24]([CH3:27])([CH3:26])[CH3:25])=[O:22])[CH2:20][CH2:19][NH:18][CH2:17][CH2:16]1.C(=O)([O-])[O-].[K+].[K+].O, predict the reaction product. The product is: [C:10]([C:9]1[CH:8]=[C:7]([C:5]2[N:6]=[C:2]([N:18]3[CH2:17][CH2:16][N:15]([C:21]([O:23][C:24]([CH3:27])([CH3:26])[CH3:25])=[O:22])[CH2:20][CH2:19]3)[S:3][CH:4]=2)[CH:14]=[CH:13][CH:12]=1)#[N:11]. (3) Given the reactants C(OC([N:8]1[CH2:12][CH2:11][C@:10]2([CH2:16][CH2:15][N:14]([C:17]3[CH:22]=[CH:21][C:20]([N:23]4[CH2:32][CH2:31][C:30]5[C:25](=[CH:26][CH:27]=[C:28]([O:33]C)[CH:29]=5)[C:24]4=[O:35])=[CH:19][CH:18]=3)[CH2:13]2)[CH2:9]1)=O)(C)(C)C.Br, predict the reaction product. The product is: [CH2:13]1[C@@:10]2([CH2:11][CH2:12][NH:8][CH2:9]2)[CH2:16][CH2:15][N:14]1[C:17]1[CH:22]=[CH:21][C:20]([N:23]2[CH2:32][CH2:31][C:30]3[C:25](=[CH:26][CH:27]=[C:28]([OH:33])[CH:29]=3)[C:24]2=[O:35])=[CH:19][CH:18]=1. (4) Given the reactants Br[C:2]1[N:6]2[N:7]=[C:8]([Cl:11])[CH:9]=[CH:10][C:5]2=[N:4][CH:3]=1.[F:12][C:13]([F:24])([F:23])[C:14]1[CH:15]=[C:16](B(O)O)[CH:17]=[CH:18][CH:19]=1.C([O-])([O-])=O.[K+].[K+], predict the reaction product. The product is: [Cl:11][C:8]1[CH:9]=[CH:10][C:5]2[N:6]([C:2]([C:18]3[CH:17]=[CH:16][CH:15]=[C:14]([C:13]([F:24])([F:23])[F:12])[CH:19]=3)=[CH:3][N:4]=2)[N:7]=1. (5) Given the reactants [OH:1][CH2:2][CH:3]1[CH2:8][CH2:7][CH2:6][N:5]([C:9]([O:11][C:12]([CH3:15])([CH3:14])[CH3:13])=[O:10])[CH2:4]1.[Br:16][C:17]1[CH:18]=[C:19](O)[CH:20]=[CH:21][CH:22]=1.C1C=CC(P(C2C=CC=CC=2)C2C=CC=CC=2)=CC=1.CCOC(/N=N/C(OCC)=O)=O, predict the reaction product. The product is: [Br:16][C:17]1[CH:22]=[C:21]([CH:20]=[CH:19][CH:18]=1)[O:1][CH2:2][CH:3]1[CH2:8][CH2:7][CH2:6][N:5]([C:9]([O:11][C:12]([CH3:15])([CH3:14])[CH3:13])=[O:10])[CH2:4]1. (6) Given the reactants [C:1]1([C:7]#[CH:8])[CH:6]=[CH:5][CH:4]=[CH:3][CH:2]=1.C([Li])CCC.[CH3:14][C:15]([CH3:35])([CH3:34])[CH2:16][C:17](=[O:33])[C:18]([NH:20][C:21]1[CH:22]=[CH:23][C:24]2[C:29](=[O:30])[O:28][N:27]=[C:26]([CH3:31])[C:25]=2[CH:32]=1)=[O:19], predict the reaction product. The product is: [CH3:14][C:15]([CH3:35])([CH3:34])[CH2:16][C:17]([OH:33])([C:8]#[C:7][C:1]1[CH:6]=[CH:5][CH:4]=[CH:3][CH:2]=1)[C:18]([NH:20][C:21]1[CH:22]=[CH:23][C:24]2[C:29](=[O:30])[O:28][N:27]=[C:26]([CH3:31])[C:25]=2[CH:32]=1)=[O:19]. (7) Given the reactants C([Mg]Cl)(C)C.[CH3:6][O:7][C:8](=[O:17])[C:9]1[CH:14]=[C:13](I)[CH:12]=[CH:11][C:10]=1[Br:16].[Cl:18][C:19]1[CH:24]=[CH:23][C:22]([N:25]([CH3:34])[C:26]2[CH:27]=[CH:28][C:29]([CH:32]=[O:33])=[N:30][CH:31]=2)=[CH:21][CH:20]=1.[NH4+].[Cl-], predict the reaction product. The product is: [CH3:6][O:7][C:8](=[O:17])[C:9]1[CH:14]=[C:13]([CH:32]([C:29]2[CH:28]=[CH:27][C:26]([N:25]([C:22]3[CH:21]=[CH:20][C:19]([Cl:18])=[CH:24][CH:23]=3)[CH3:34])=[CH:31][N:30]=2)[OH:33])[CH:12]=[CH:11][C:10]=1[Br:16].